Dataset: Forward reaction prediction with 1.9M reactions from USPTO patents (1976-2016). Task: Predict the product of the given reaction. (1) The product is: [CH3:24][N:23]1[C:7]2([CH2:8][CH2:9][N:10]([C:13]([O:15][CH2:16][C:17]3[CH:18]=[CH:19][CH:20]=[CH:21][CH:22]=3)=[O:14])[CH2:11][CH2:12]2)[C:5](=[O:25])[NH:6][C:2]1=[O:1]. Given the reactants [O-:1][C:2]#N.[K+].[C:5]([C:7]1([NH:23][CH3:24])[CH2:12][CH2:11][N:10]([C:13]([O:15][CH2:16][C:17]2[CH:22]=[CH:21][CH:20]=[CH:19][CH:18]=2)=[O:14])[CH2:9][CH2:8]1)#[N:6].[OH2:25], predict the reaction product. (2) Given the reactants [Cl:1][C:2]1[CH:7]=[CH:6][C:5]([CH:8]([C:26]2[CH:31]=[CH:30][C:29]([Cl:32])=[CH:28][CH:27]=2)[C:9]2[CH:10]=[C:11]3[C:16](=[CH:17][CH:18]=2)[N:15]=[N:14][CH:13]=[C:12]3[NH:19][CH:20]2[CH2:25][CH2:24][NH:23][CH2:22][CH2:21]2)=[CH:4][CH:3]=1.Br[CH2:34][C:35]1[CH:36]=[C:37]([CH:42]=[CH:43][CH:44]=1)[C:38]([O:40][CH3:41])=[O:39].C(=O)([O-])[O-].[K+].[K+], predict the reaction product. The product is: [Cl:1][C:2]1[CH:7]=[CH:6][C:5]([CH:8]([C:26]2[CH:27]=[CH:28][C:29]([Cl:32])=[CH:30][CH:31]=2)[C:9]2[CH:10]=[C:11]3[C:16](=[CH:17][CH:18]=2)[N:15]=[N:14][CH:13]=[C:12]3[NH:19][CH:20]2[CH2:21][CH2:22][N:23]([CH2:34][C:35]3[CH:36]=[C:37]([CH:42]=[CH:43][CH:44]=3)[C:38]([O:40][CH3:41])=[O:39])[CH2:24][CH2:25]2)=[CH:4][CH:3]=1. (3) Given the reactants [CH2:1]([O:5][CH2:6][CH2:7][O:8][C:9]1[CH:14]=[CH:13][C:12]([C:15]2[CH:16]=[CH:17][C:18]3[N:25]([CH2:26][CH:27]([CH3:29])[CH3:28])[CH2:24][CH2:23][CH2:22][C:21]([C:30]([NH:32][C:33]4[CH:38]=[CH:37][C:36]([S:39]([CH2:41][C:42]5[N:46]([CH2:47][CH2:48][CH3:49])[CH:45]=[N:44][CH:43]=5)=[O:40])=[CH:35][CH:34]=4)=[O:31])=[CH:20][C:19]=3[CH:50]=2)=[CH:11][CH:10]=1)[CH2:2][CH2:3][CH3:4].[C:51]([OH:56])(=[O:55])[C:52]([OH:54])=[O:53], predict the reaction product. The product is: [CH2:1]([O:5][CH2:6][CH2:7][O:8][C:9]1[CH:14]=[CH:13][C:12]([C:15]2[CH:16]=[CH:17][C:18]3[N:25]([CH2:26][CH:27]([CH3:28])[CH3:29])[CH2:24][CH2:23][CH2:22][C:21]([C:30]([NH:32][C:33]4[CH:34]=[CH:35][C:36]([S:39]([CH2:41][C:42]5[N:46]([CH2:47][CH2:48][CH3:49])[CH:45]=[N:44][CH:43]=5)=[O:40])=[CH:37][CH:38]=4)=[O:31])=[CH:20][C:19]=3[CH:50]=2)=[CH:11][CH:10]=1)[CH2:2][CH2:3][CH3:4].[C:51]([O-:56])(=[O:55])[C:52]([O-:54])=[O:53]. (4) Given the reactants [I-].[Na+].Cl[Si](Cl)(C)C.[Cl:8][C:9]1[C:10]2[N:11]([C:15]([CH:21](O)[C:22]3[CH:41]=[CH:40][C:25]4/[C:26](=[C:36](/[CH3:39])\[C:37]#[N:38])/[C:27]5[CH:34]=[CH:33][C:32]([F:35])=[CH:31][C:28]=5[O:29][CH2:30][C:24]=4[CH:23]=3)=[C:16]([CH:18]3[CH2:20][CH2:19]3)[N:17]=2)[CH:12]=[CH:13][CH:14]=1.S([O-])([O-])(=O)=S.[Na+].[Na+].C(=O)([O-])O.[Na+], predict the reaction product. The product is: [Cl:8][C:9]1[C:10]2[N:11]([C:15]([CH2:21][C:22]3[CH:41]=[CH:40][C:25]4/[C:26](=[C:36](/[CH3:39])\[C:37]#[N:38])/[C:27]5[CH:34]=[CH:33][C:32]([F:35])=[CH:31][C:28]=5[O:29][CH2:30][C:24]=4[CH:23]=3)=[C:16]([CH:18]3[CH2:20][CH2:19]3)[N:17]=2)[CH:12]=[CH:13][CH:14]=1.